Predict the product of the given reaction. From a dataset of Forward reaction prediction with 1.9M reactions from USPTO patents (1976-2016). (1) Given the reactants CN(C(ON1N=NC2C=CC=NC1=2)=[N+](C)C)C.F[P-](F)(F)(F)(F)F.Cl.[F:26][CH2:27][CH2:28][NH2:29].[CH3:30][N:31]([C@H:54]([CH3:58])[C:55](O)=[O:56])[C:32]([C:34]1[CH:35]=[C:36]2[C:44](=[CH:45][CH:46]=1)[N:43]([CH3:47])[C:42]1[CH2:41][CH2:40][CH:39]([CH:48]3[CH2:53][CH2:52][O:51][CH2:50][CH2:49]3)[CH2:38][C:37]2=1)=[O:33].C(N(CC)C(C)C)(C)C, predict the reaction product. The product is: [F:26][CH2:27][CH2:28][NH:29][C:55](=[O:56])[C@H:54]([N:31]([CH3:30])[C:32]([C:34]1[CH:35]=[C:36]2[C:44](=[CH:45][CH:46]=1)[N:43]([CH3:47])[C:42]1[CH2:41][CH2:40][CH:39]([CH:48]3[CH2:49][CH2:50][O:51][CH2:52][CH2:53]3)[CH2:38][C:37]2=1)=[O:33])[CH3:58]. (2) Given the reactants [CH3:1][C:2]1[CH:3]=[N:4][N:5]([CH2:7][C:8]2[CH:25]=[CH:24][C:11]([CH2:12][N:13]3[CH:17]=[C:16]([C:18]([O:20]CC)=[O:19])[C:15](=[O:23])[NH:14]3)=[CH:10][CH:9]=2)[CH:6]=1.[OH-].[Li+].O, predict the reaction product. The product is: [CH3:1][C:2]1[CH:3]=[N:4][N:5]([CH2:7][C:8]2[CH:9]=[CH:10][C:11]([CH2:12][N:13]3[CH:17]=[C:16]([C:18]([OH:20])=[O:19])[C:15](=[O:23])[NH:14]3)=[CH:24][CH:25]=2)[CH:6]=1. (3) Given the reactants [NH3:1].[Cl:2][C:3]1[CH:8]=[CH:7][C:6]([N:9]=[C:10]=[O:11])=[CH:5][C:4]=1[CH:12]=[C:13]([Cl:19])[C:14]([O:16][CH2:17][CH3:18])=[O:15], predict the reaction product. The product is: [Cl:2][C:3]1[CH:8]=[CH:7][C:6]([NH:9][C:10]([NH2:1])=[O:11])=[CH:5][C:4]=1[CH:12]=[C:13]([Cl:19])[C:14]([O:16][CH2:17][CH3:18])=[O:15]. (4) Given the reactants [CH2:1]([O:8][C:9]1[C:10]([CH2:19][CH3:20])(C)[CH2:11][C:12](=[CH:16][CH:17]=1)[C:13]([OH:15])=O)[C:2]1[CH:7]=[CH:6][CH:5]=[CH:4][CH:3]=1.[CH3:21]CN(C(C)C)C(C)C.C1CN([P+](O[N:47]2[N:55]=NC3C=CC=CC2=3)(N2CCCC2)N2CCCC2)CC1.F[P-](F)(F)(F)(F)F.NN, predict the reaction product. The product is: [CH2:1]([O:8][C:9]1[C:17]([CH3:21])=[CH:16][C:12]([C:13]([NH:47][NH2:55])=[O:15])=[CH:11][C:10]=1[CH2:19][CH3:20])[C:2]1[CH:3]=[CH:4][CH:5]=[CH:6][CH:7]=1. (5) Given the reactants Cl[C:2]1[N:7]=[CH:6][N:5]=[C:4]([C:8]2[CH:13]=[CH:12][C:11]([C:14]([F:17])([F:16])[F:15])=[CH:10][C:9]=2[NH:18][CH2:19][CH:20]2[CH2:25][CH2:24][CH2:23][CH2:22][CH2:21]2)[CH:3]=1.[NH2:26][C:27]1[CH:28]=[C:29]2[C:33](=[CH:34][CH:35]=1)[CH2:32][C:31]([CH3:37])([OH:36])[CH2:30]2, predict the reaction product. The product is: [CH:20]1([CH2:19][NH:18][C:9]2[CH:10]=[C:11]([C:14]([F:17])([F:16])[F:15])[CH:12]=[CH:13][C:8]=2[C:4]2[N:5]=[CH:6][N:7]=[C:2]([NH:26][C:27]3[CH:28]=[C:29]4[C:33](=[CH:34][CH:35]=3)[CH2:32][C:31]([CH3:37])([OH:36])[CH2:30]4)[CH:3]=2)[CH2:25][CH2:24][CH2:23][CH2:22][CH2:21]1. (6) Given the reactants [F:1][C:2]1[CH:7]=[CH:6][C:5]([C:8]([NH:10][C@@H:11]([CH2:15][S:16][CH2:17][CH2:18][OH:19])[C:12]([OH:14])=O)=[O:9])=[CH:4][CH:3]=1.CCOP(ON1N=NC2C=CC=CC=2C1=O)(OCC)=O.N1C=CN=C1.[NH:45]1[CH2:50][CH2:49][O:48][CH2:47][CH2:46]1, predict the reaction product. The product is: [F:1][C:2]1[CH:3]=[CH:4][C:5]([C:8]([NH:10][C@@H:11]([CH2:15][S:16][CH2:17][CH2:18][OH:19])[C:12]([N:45]2[CH2:50][CH2:49][O:48][CH2:47][CH2:46]2)=[O:14])=[O:9])=[CH:6][CH:7]=1.